Dataset: Full USPTO retrosynthesis dataset with 1.9M reactions from patents (1976-2016). Task: Predict the reactants needed to synthesize the given product. (1) Given the product [N:16]1[C:8]([C:7]2[C:2]([NH:23][C:24]3[C:25]([F:42])=[C:26]([NH:31][S:32]([C:35]4[CH:40]=[CH:39][C:38]([Cl:41])=[CH:37][CH:36]=4)(=[O:34])=[O:33])[CH:27]=[CH:28][C:29]=3[F:30])=[N:3][CH:4]=[CH:5][CH:6]=2)=[C:9]2[C:13]([NH:12][CH:11]=[N:10]2)=[N:14][CH:15]=1, predict the reactants needed to synthesize it. The reactants are: F[C:2]1[C:7]([C:8]2[N:16]=[CH:15][N:14]=[C:13]3[C:9]=2[N:10]=[CH:11][N:12]3C2CCCCO2)=[CH:6][CH:5]=[CH:4][N:3]=1.[NH2:23][C:24]1[C:25]([F:42])=[C:26]([NH:31][S:32]([C:35]2[CH:40]=[CH:39][C:38]([Cl:41])=[CH:37][CH:36]=2)(=[O:34])=[O:33])[CH:27]=[CH:28][C:29]=1[F:30]. (2) Given the product [CH3:17][O:16][C:14]1[CH:13]=[CH:12][C:11]2[C:7]([CH:3]=[O:2])=[C:8]([CH3:18])[O:9][C:10]=2[CH:15]=1, predict the reactants needed to synthesize it. The reactants are: Cl.[O:2]1CCO[CH:3]1[C:7]1[C:11]2[CH:12]=[CH:13][C:14]([O:16][CH3:17])=[CH:15][C:10]=2[O:9][C:8]=1[CH3:18]. (3) Given the product [CH2:1]([NH:8][C:9]1[CH:10]=[C:11]2[C:16](=[CH:17][CH:18]=1)[CH:15]=[C:14]([C:19]([NH:21][C@H:22]([C:30]([OH:32])=[O:31])[CH2:23][C:24]1[CH:29]=[CH:28][CH:27]=[CH:26][CH:25]=1)=[O:20])[CH:13]=[CH:12]2)[C:2]1[CH:3]=[CH:4][CH:5]=[CH:6][CH:7]=1, predict the reactants needed to synthesize it. The reactants are: [CH2:1]([NH:8][C:9]1[CH:10]=[C:11]2[C:16](=[CH:17][CH:18]=1)[CH:15]=[C:14]([C:19]([NH:21][C@H:22]([C:30]([O:32]C)=[O:31])[CH2:23][C:24]1[CH:29]=[CH:28][CH:27]=[CH:26][CH:25]=1)=[O:20])[CH:13]=[CH:12]2)[C:2]1[CH:7]=[CH:6][CH:5]=[CH:4][CH:3]=1.O.[OH-].[Li+].Cl. (4) Given the product [N:25]([C@@H:28]([CH:32]([C:33]1[CH:38]=[CH:37][CH:36]=[C:35]([F:39])[CH:34]=1)[C:40]1[CH:45]=[CH:44][CH:43]=[C:42]([F:46])[CH:41]=1)[C:29]([NH:1][C:2]1[CH:23]=[CH:22][CH:21]=[C:20]([F:24])[C:3]=1[CH2:4][CH2:5][C@H:6]1[CH2:10][O:9][C:8]([CH3:11])([CH3:12])[N:7]1[C:13]([O:15][C:16]([CH3:19])([CH3:17])[CH3:18])=[O:14])=[O:30])=[N+:26]=[N-:27], predict the reactants needed to synthesize it. The reactants are: [NH2:1][C:2]1[CH:23]=[CH:22][CH:21]=[C:20]([F:24])[C:3]=1[CH2:4][CH2:5][C@H:6]1[CH2:10][O:9][C:8]([CH3:12])([CH3:11])[N:7]1[C:13]([O:15][C:16]([CH3:19])([CH3:18])[CH3:17])=[O:14].[N:25]([C@@H:28]([CH:32]([C:40]1[CH:45]=[CH:44][CH:43]=[C:42]([F:46])[CH:41]=1)[C:33]1[CH:38]=[CH:37][CH:36]=[C:35]([F:39])[CH:34]=1)[C:29](O)=[O:30])=[N+:26]=[N-:27].O=P(Cl)(Cl)Cl. (5) Given the product [NH2:1][C:2]1[N:3]([CH3:25])[C:4](=[O:24])[C:5]([C:17]2[CH:22]=[CH:21][CH:20]=[C:19]([CH:26]3[CH2:28][CH2:27]3)[CH:18]=2)([C:7]2[CH:12]=[CH:11][C:10]([O:13][CH:14]([F:16])[F:15])=[CH:9][CH:8]=2)[N:6]=1, predict the reactants needed to synthesize it. The reactants are: [NH2:1][C:2]1[N:3]([CH3:25])[C:4](=[O:24])[C:5]([C:17]2[CH:22]=[CH:21][CH:20]=[C:19](Br)[CH:18]=2)([C:7]2[CH:12]=[CH:11][C:10]([O:13][CH:14]([F:16])[F:15])=[CH:9][CH:8]=2)[N:6]=1.[CH:26]1(B2OC(C)(C)C(C)(C)O2)[CH2:28][CH2:27]1.CCO.C(=O)([O-])[O-].[Na+].[Na+]. (6) Given the product [C:1]([O:5][C:6]([N:8]1[CH2:11][CH:10]([O:12][C:13]2[CH:18]=[C:17]([Cl:19])[CH:16]=[CH:15][C:14]=2[O:20][CH2:21][C:22]([OH:24])=[O:23])[CH2:9]1)=[O:7])([CH3:4])([CH3:2])[CH3:3], predict the reactants needed to synthesize it. The reactants are: [C:1]([O:5][C:6]([N:8]1[CH2:11][CH:10]([O:12][C:13]2[CH:18]=[C:17]([Cl:19])[CH:16]=[CH:15][C:14]=2[O:20][CH2:21][C:22]([O:24]CC)=[O:23])[CH2:9]1)=[O:7])([CH3:4])([CH3:3])[CH3:2].[OH-].[Na+].C(Cl)Cl.OS([O-])(=O)=O.[K+]. (7) Given the product [F:41][C:32]1[C:33]([F:40])=[C:34]([O:37][CH2:38][CH3:39])[CH:35]=[CH:36][C:31]=1[C@H:28]1[CH2:29][CH2:30][C@H:25]([CH2:24][O:12][C:9]2[CH:10]=[CH:11][C:6]([O:5][CH2:1][CH2:2][CH2:3][CH3:4])=[C:7]([F:14])[C:8]=2[F:13])[CH2:26][CH2:27]1, predict the reactants needed to synthesize it. The reactants are: [CH2:1]([O:5][C:6]1[CH:11]=[CH:10][C:9]([OH:12])=[C:8]([F:13])[C:7]=1[F:14])[CH2:2][CH2:3][CH3:4].P([O-])([O-])([O-])=O.[K+].[K+].[K+].Cl[CH2:24][CH:25]1[CH2:30][CH2:29][CH:28]([C:31]2[CH:36]=[CH:35][C:34]([O:37][CH2:38][CH3:39])=[C:33]([F:40])[C:32]=2[F:41])[CH2:27][CH2:26]1. (8) Given the product [F:29][C:30]1[CH:38]=[C:37]2[C:33]([C:34]([C:39]3[CH2:40][CH2:41][N:42]([CH2:15][CH2:14][N:10]4[C:11]5[C:6](=[CH:5][C:4]([C:1]([NH2:2])=[O:3])=[CH:13][CH:12]=5)[CH2:7][CH2:8][CH2:9]4)[CH2:43][CH:44]=3)=[CH:35][NH:36]2)=[CH:32][CH:31]=1, predict the reactants needed to synthesize it. The reactants are: [C:1]([C:4]1[CH:5]=[C:6]2[C:11](=[CH:12][CH:13]=1)[N:10]([CH2:14][CH2:15]OS(C)(=O)=O)[CH2:9][CH2:8][CH2:7]2)(=[O:3])[NH2:2].[I-].[K+].C(=O)([O-])[O-].[K+].[K+].[F:29][C:30]1[CH:38]=[C:37]2[C:33]([C:34]([C:39]3[CH2:40][CH2:41][NH:42][CH2:43][CH:44]=3)=[CH:35][NH:36]2)=[CH:32][CH:31]=1. (9) Given the product [OH:1][C@H:2]1[C@H:7]([OH:8])[C@@H:6]([CH2:11][OH:10])[O:5][CH2:4][C@H:3]1[N:18]1[CH:23]=[CH:22][C:21](=[O:24])[NH:20][C:19]1=[O:25], predict the reactants needed to synthesize it. The reactants are: [OH:1][C@H:2]1[C@@H:7]2[O:8]C(C3C=CC=CC=3)[O:10][CH2:11][C@H:6]2[O:5][CH2:4][C@H:3]1[N:18]1[CH:23]=[CH:22][C:21](=[O:24])[NH:20][C:19]1=[O:25].Cl. (10) Given the product [CH3:1][C:2]1([CH3:12])[C:10]2[C:5](=[CH:6][CH:7]=[CH:8][CH:9]=2)[C@@H:4]([NH:20][C@H:19]([C:13]2[CH:18]=[CH:17][CH:16]=[CH:15][CH:14]=2)[CH2:21][OH:22])[CH2:3]1, predict the reactants needed to synthesize it. The reactants are: [CH3:1][C:2]1([CH3:12])[C:10]2[C:5](=[CH:6][CH:7]=[CH:8][CH:9]=2)[C:4](=O)[CH2:3]1.[C:13]1([C@H:19]([CH2:21][OH:22])[NH2:20])[CH:18]=[CH:17][CH:16]=[CH:15][CH:14]=1.C(O)(=O)C.[BH4-].[Na+].